Regression/Classification. Given a drug SMILES string, predict its absorption, distribution, metabolism, or excretion properties. Task type varies by dataset: regression for continuous measurements (e.g., permeability, clearance, half-life) or binary classification for categorical outcomes (e.g., BBB penetration, CYP inhibition). For this dataset (solubility_aqsoldb), we predict Y. From a dataset of Aqueous solubility values for 9,982 compounds from the AqSolDB database. The molecule is Brc1cc(Br)c(Br)cc1Br. The Y is -6.98 log mol/L.